Task: Predict the reactants needed to synthesize the given product.. Dataset: Full USPTO retrosynthesis dataset with 1.9M reactions from patents (1976-2016) (1) Given the product [F:16][C:14]1[CH:13]=[CH:12][C:11]([O:17][CH3:18])=[C:10]([C:7]([CH3:9])([CH3:8])[CH2:6][C:5]([C:19]([F:21])([F:22])[F:20])([OH:23])[CH2:4][OH:3])[CH:15]=1, predict the reactants needed to synthesize it. The reactants are: C([O:3][C:4](=O)[C:5]([OH:23])([C:19]([F:22])([F:21])[F:20])[CH2:6][C:7]([C:10]1[CH:15]=[C:14]([F:16])[CH:13]=[CH:12][C:11]=1[O:17][CH3:18])([CH3:9])[CH3:8])C.[H-].[Al+3].[Li+].[H-].[H-].[H-]. (2) Given the product [ClH:22].[CH3:21][CH:9]1[NH:8][CH2:13][CH2:12][N:11]2[N:14]=[C:15]([C:17]([F:20])([F:18])[F:19])[N:16]=[C:10]12, predict the reactants needed to synthesize it. The reactants are: C(OC([N:8]1[CH2:13][CH2:12][N:11]2[N:14]=[C:15]([C:17]([F:20])([F:19])[F:18])[N:16]=[C:10]2[CH:9]1[CH3:21])=O)(C)(C)C.[ClH:22].